This data is from Full USPTO retrosynthesis dataset with 1.9M reactions from patents (1976-2016). The task is: Predict the reactants needed to synthesize the given product. (1) Given the product [CH3:26][C:12]1[C:11](=[O:27])[C:10]2[C:15](=[C:16]([C:29]3([C:28](=[O:35])[CH:36]=[CH2:37])[CH:34]=[CH:33][CH:32]=[CH:31][CH2:30]3)[C:7]([O:6][CH2:3][C:4]#[CH:5])=[CH:8][CH:9]=2)[O:14][C:13]=1[C:20]1[CH:21]=[CH:22][CH:23]=[CH:24][CH:25]=1, predict the reactants needed to synthesize it. The reactants are: [OH-].[K+].[CH2:3]([O:6][C:7]1[C:16](C(=O)C)=[C:15]2[C:10]([C:11](=[O:27])[C:12]([CH3:26])=[C:13]([C:20]3[CH:25]=[CH:24][CH:23]=[CH:22][CH:21]=3)[O:14]2)=[CH:9][CH:8]=1)[C:4]#[CH:5].[CH:28](=[O:35])[C:29]1[CH:34]=[CH:33][CH:32]=[CH:31][CH:30]=1.[CH2:36](O)[CH3:37]. (2) Given the product [C:19]([O:18][C:16](=[O:17])[N:30]([CH2:23][C:24]1[CH:29]=[CH:28][CH:27]=[CH:26][CH:25]=1)[CH2:31][C:32]1[CH:33]=[CH:34][CH:35]=[C:36]2[C:40]=1[NH:39][CH:38]=[CH:37]2)([CH3:20])([CH3:21])[CH3:22], predict the reactants needed to synthesize it. The reactants are: C(N(CC)CC)C.[C:16](O[C:16]([O:18][C:19]([CH3:22])([CH3:21])[CH3:20])=[O:17])([O:18][C:19]([CH3:22])([CH3:21])[CH3:20])=[O:17].[CH2:23]([NH:30][CH2:31][C:32]1[CH:33]=[CH:34][CH:35]=[C:36]2[C:40]=1[NH:39][CH:38]=[CH:37]2)[C:24]1[CH:29]=[CH:28][CH:27]=[CH:26][CH:25]=1. (3) Given the product [F:1][C:2]1[CH:3]=[C:4]([C:9]2[O:10][C:11]3[CH:17]=[C:16]([O:18][CH2:19][C@@H:20]([NH:22][C:23](=[O:25])[CH3:24])[CH3:21])[CH:15]=[CH:14][C:12]=3[N:13]=2)[CH:5]=[CH:6][C:7]=1[O:8][CH3:26], predict the reactants needed to synthesize it. The reactants are: [F:1][C:2]1[CH:3]=[C:4]([C:9]2[O:10][C:11]3[CH:17]=[C:16]([O:18][CH2:19][C@@H:20]([NH:22][C:23](=[O:25])[CH3:24])[CH3:21])[CH:15]=[CH:14][C:12]=3[N:13]=2)[CH:5]=[CH:6][C:7]=1[OH:8].[CH3:26]I. (4) Given the product [N:26]1[C:35]2[C:30](=[C:31]([N:36]3[C:5]([C:7]4[C:12](=[O:13])[CH:11]=[CH:10][N:9]([C:14]5[CH:19]=[CH:18][CH:17]=[C:16]([O:20][C:21]([F:24])([F:23])[F:22])[CH:15]=5)[N:8]=4)=[CH:4][CH:3]=[N:2]3)[CH:32]=[CH:33][CH:34]=2)[CH:29]=[CH:28][CH:27]=1, predict the reactants needed to synthesize it. The reactants are: C[N:2](C)/[CH:3]=[CH:4]/[C:5]([C:7]1[C:12](=[O:13])[CH:11]=[CH:10][N:9]([C:14]2[CH:19]=[CH:18][CH:17]=[C:16]([O:20][C:21]([F:24])([F:23])[F:22])[CH:15]=2)[N:8]=1)=O.[N:26]1[C:35]2[C:30](=[C:31]([NH:36]N)[CH:32]=[CH:33][CH:34]=2)[CH:29]=[CH:28][CH:27]=1. (5) Given the product [NH2:33][C:28]1[CH:27]=[CH:26][N:25]=[C:24]([C:12]2[CH:11]=[C:4]([CH:3]=[C:2]([F:1])[CH:13]=2)[CH2:5][NH:6][S:7]([CH3:10])(=[O:8])=[O:9])[C:29]=1[N+:30]([O-:32])=[O:31], predict the reactants needed to synthesize it. The reactants are: [F:1][C:2]1[CH:3]=[C:4]([CH:11]=[C:12](B2OC(C)(C)C(C)(C)O2)[CH:13]=1)[CH2:5][NH:6][S:7]([CH3:10])(=[O:9])=[O:8].Cl[C:24]1[C:29]([N+:30]([O-:32])=[O:31])=[C:28]([NH2:33])[CH:27]=[CH:26][N:25]=1.C([O-])([O-])=O.[Cs+].[Cs+]. (6) Given the product [CH:1]1([CH2:4][O:5][C:6]2[N:11]=[C:10]([C:12]([NH:20][C:21]([CH2:27][CH3:28])([CH2:29][CH3:30])[C:22]([O:24][CH2:25][CH3:26])=[O:23])=[O:14])[CH:9]=[CH:8][C:7]=2[C:15]([F:18])([F:17])[F:16])[CH2:2][CH2:3]1, predict the reactants needed to synthesize it. The reactants are: [CH:1]1([CH2:4][O:5][C:6]2[N:11]=[C:10]([C:12]([OH:14])=O)[CH:9]=[CH:8][C:7]=2[C:15]([F:18])([F:17])[F:16])[CH2:3][CH2:2]1.Cl.[NH2:20][C:21]([CH2:29][CH3:30])([CH2:27][CH3:28])[C:22]([O:24][CH2:25][CH3:26])=[O:23].